From a dataset of Forward reaction prediction with 1.9M reactions from USPTO patents (1976-2016). Predict the product of the given reaction. (1) Given the reactants C(OC(=O)[NH:7][C:8]1[C:9]2[N:10]([CH:15]=[CH:16][N:17]=2)[N:11]=[C:12]([Cl:14])[CH:13]=1)(C)(C)C, predict the reaction product. The product is: [Cl:14][C:12]1[CH:13]=[C:8]([NH2:7])[C:9]2[N:10]([CH:15]=[CH:16][N:17]=2)[N:11]=1. (2) Given the reactants CN(C=[O:5])C.[CH2:6]([O:13][C:14]1[C:22]([O:23][CH3:24])=[CH:21][C:17]([C:18]([OH:20])=O)=[C:16]([N+:25]([O-:27])=[O:26])[CH:15]=1)[C:7]1[CH:12]=[CH:11][CH:10]=[CH:9][CH:8]=1.C(Cl)(=O)C(Cl)=O.Cl.[NH:35]1[CH2:40][CH2:39][CH2:38][CH2:37][C@H:36]1[C:41]([O:43][CH3:44])=[O:42], predict the reaction product. The product is: [C:6]([O:13][C:14]1[C:22]([O:23][CH3:24])=[CH:21][C:17]([C:18]([N:35]2[CH2:40][CH2:39][CH2:38][CH2:37][C@@H:36]2[C:41]([O:43][CH3:44])=[O:42])=[O:20])=[C:16]([N+:25]([O-:27])=[O:26])[CH:15]=1)(=[O:5])[C:7]1[CH:8]=[CH:9][CH:10]=[CH:11][CH:12]=1.